From a dataset of Catalyst prediction with 721,799 reactions and 888 catalyst types from USPTO. Predict which catalyst facilitates the given reaction. (1) Product: [Cl:1][C:2]1[CH:10]=[CH:9][C:8]([S:11](=[O:13])(=[O:12])[NH:15][CH3:14])=[CH:7][C:3]=1[C:4]([OH:6])=[O:5]. Reactant: [Cl:1][C:2]1[CH:10]=[CH:9][C:8]([S:11]([OH:13])=[O:12])=[CH:7][C:3]=1[C:4]([OH:6])=[O:5].[CH3:14][NH2:15]. The catalyst class is: 12. (2) Reactant: Cl[CH2:2][C:3]1[O:7][C:6]([C:8]([O:10][CH2:11][CH3:12])=[O:9])=[CH:5][CH:4]=1.[N-:13]=[N+:14]=[N-:15].[Na+].O. Product: [N:13]([CH2:2][C:3]1[O:7][C:6]([C:8]([O:10][CH2:11][CH3:12])=[O:9])=[CH:5][CH:4]=1)=[N+:14]=[N-:15]. The catalyst class is: 9. (3) Reactant: [CH2:1]([O:8][C:9](=[O:29])[CH:10]([NH:21][C:22]([O:24][C:25]([CH3:28])([CH3:27])[CH3:26])=[O:23])[CH2:11][C:12]1[C:20]2[C:15](=[CH:16][CH:17]=[CH:18][CH:19]=2)[NH:14][CH:13]=1)[C:2]1[CH:7]=[CH:6][CH:5]=[CH:4][CH:3]=1.[H-].[Na+].[CH:32]1[CH:37]=[CH:36][C:35]([CH2:38]Br)=[CH:34][CH:33]=1. Product: [CH2:1]([O:8][C:9](=[O:29])[C@H:10]([NH:21][C:22]([O:24][C:25]([CH3:26])([CH3:28])[CH3:27])=[O:23])[CH2:11][C:12]1[C:20]2[C:15](=[CH:16][CH:17]=[CH:18][CH:19]=2)[N:14]([CH2:38][C:35]2[CH:36]=[CH:37][CH:32]=[CH:33][CH:34]=2)[CH:13]=1)[C:2]1[CH:7]=[CH:6][CH:5]=[CH:4][CH:3]=1. The catalyst class is: 3. (4) The catalyst class is: 2. Product: [F:1][C:2]1([C:6]2[CH:11]=[CH:10][C:9]([C:12]3[CH2:16][C:15]([C:21]4[CH:26]=[C:25]([Cl:27])[C:24]([Cl:28])=[C:23]([Cl:29])[CH:22]=4)([C:17]([F:19])([F:20])[F:18])[O:14][N:13]=3)=[CH:8][CH:7]=2)[CH2:3][N:4]([C:36](=[O:38])[CH3:37])[CH2:5]1. Reactant: [F:1][C:2]1([C:6]2[CH:11]=[CH:10][C:9]([C:12]3[CH2:16][C:15]([C:21]4[CH:26]=[C:25]([Cl:27])[C:24]([Cl:28])=[C:23]([Cl:29])[CH:22]=4)([C:17]([F:20])([F:19])[F:18])[O:14][N:13]=3)=[CH:8][CH:7]=2)[CH2:5][NH:4][CH2:3]1.N1C=CC=CC=1.[C:36](Cl)(=[O:38])[CH3:37].O. (5) Reactant: [CH3:1][NH:2][C:3]1[C:8]([NH2:9])=[CH:7][C:6]([C:10]([F:13])([F:12])[F:11])=[CH:5][N:4]=1.[CH2:14]([S:17][C:18]1[CH:26]=[CH:25][CH:24]=[CH:23][C:19]=1[C:20](O)=O)[CH2:15][CH3:16].CCN=C=NCCCN(C)C.C1C=CC2N(O)N=NC=2C=1. Product: [CH3:1][N:2]1[C:3]2=[N:4][CH:5]=[C:6]([C:10]([F:13])([F:11])[F:12])[CH:7]=[C:8]2[N:9]=[C:20]1[C:19]1[CH:23]=[CH:24][CH:25]=[CH:26][C:18]=1[S:17][CH2:14][CH2:15][CH3:16]. The catalyst class is: 803.